From a dataset of KCNQ2 potassium channel screen with 302,405 compounds. Binary Classification. Given a drug SMILES string, predict its activity (active/inactive) in a high-throughput screening assay against a specified biological target. (1) The compound is Clc1ccc(S(=O)(=O)C2(CC2)C(=O)Nc2c(OCC)cccc2)cc1. The result is 0 (inactive). (2) The compound is O=C(N1CCC(CC1)C(=O)Nc1ccc(cc1)C)NC1CCCCC1. The result is 0 (inactive).